This data is from Catalyst prediction with 721,799 reactions and 888 catalyst types from USPTO. The task is: Predict which catalyst facilitates the given reaction. (1) Reactant: [Br:1][C:2]1[CH:7]=[C:6]([NH:8][CH3:9])[C:5]([NH2:10])=[C:4]([CH3:11])[CH:3]=1.Cl.[N:13]([O-])=O.[Na+].[OH-].[Na+]. Product: [Br:1][C:2]1[CH:3]=[C:4]([CH3:11])[C:5]2[N:10]=[N:13][N:8]([CH3:9])[C:6]=2[CH:7]=1. The catalyst class is: 6. (2) Reactant: [CH2:1]([C:5]1[CH:10]=[CH:9][C:8]([C:11]#[C:12][C:13]2[CH:44]=[CH:43][C:16]([CH2:17][N:18]([C:30]3[CH:42]=[CH:41][C:33]4[O:34]C(C)(C)[O:36][C:37](=[O:38])[C:32]=4[CH:31]=3)[C:19]([C:21]3[S:22][C:23]4[CH:29]=[CH:28][CH:27]=[CH:26][C:24]=4[CH:25]=3)=[O:20])=[CH:15][CH:14]=2)=[CH:7][CH:6]=1)[CH2:2][CH2:3][CH3:4].[OH-].[Na+]. Product: [S:22]1[C:23]2[CH:29]=[CH:28][CH:27]=[CH:26][C:24]=2[CH:25]=[C:21]1[C:19]([N:18]([CH2:17][C:16]1[CH:43]=[CH:44][C:13]([C:12]#[C:11][C:8]2[CH:7]=[CH:6][C:5]([CH2:1][CH2:2][CH2:3][CH3:4])=[CH:10][CH:9]=2)=[CH:14][CH:15]=1)[C:30]1[CH:42]=[CH:41][C:33]([OH:34])=[C:32]([CH:31]=1)[C:37]([OH:38])=[O:36])=[O:20]. The catalyst class is: 14.